Dataset: Catalyst prediction with 721,799 reactions and 888 catalyst types from USPTO. Task: Predict which catalyst facilitates the given reaction. (1) Reactant: [CH:1]1([CH2:7][CH2:8][CH2:9][C:10]2[CH:11]=[C:12]([CH:17]=[CH:18][CH:19]=2)[C:13](OC)=[O:14])[CH2:6][CH2:5][CH2:4][CH2:3][CH2:2]1.CC(C[AlH]CC(C)C)C.[K+].C(C(C(C([O-])=O)O)O)([O-])=O.[Na+].CCOC(C)=O. Product: [CH:1]1([CH2:7][CH2:8][CH2:9][C:10]2[CH:11]=[C:12]([CH2:13][OH:14])[CH:17]=[CH:18][CH:19]=2)[CH2:2][CH2:3][CH2:4][CH2:5][CH2:6]1. The catalyst class is: 1. (2) Reactant: O.C1(C)C=CC(S(O)(=O)=O)=CC=1.O1CCCCC1[O:19][CH2:20][CH2:21][N:22]1[C:30]2[CH:29]=[CH:28][CH:27]=[C:26]([C:31]([N:33]3[CH2:54][CH2:53][C:36]4([NH:40]/[C:39](=[N:41]/[C:42]([C:44]5[C:49]([NH2:50])=[N:48][C:47]([NH2:51])=[C:46]([Cl:52])[N:45]=5)=[O:43])/[NH:38][CH2:37]4)[CH2:35][CH2:34]3)=[O:32])[C:25]=2[CH:24]=[CH:23]1. Product: [OH:19][CH2:20][CH2:21][N:22]1[C:30]2[CH:29]=[CH:28][CH:27]=[C:26]([C:31]([N:33]3[CH2:34][CH2:35][C:36]4([NH:40]/[C:39](=[N:41]/[C:42]([C:44]5[C:49]([NH2:50])=[N:48][C:47]([NH2:51])=[C:46]([Cl:52])[N:45]=5)=[O:43])/[NH:38][CH2:37]4)[CH2:53][CH2:54]3)=[O:32])[C:25]=2[CH:24]=[CH:23]1. The catalyst class is: 5. (3) Reactant: [CH3:1][O:2][C:3]1[CH:8]=[CH:7][CH:6]=[CH:5][C:4]=1[CH2:9][CH2:10][CH3:11].CN([CH:15]=[O:16])C.O=P(Cl)(Cl)Cl. Product: [CH3:1][O:2][C:3]1[CH:8]=[CH:7][C:6]([CH:15]=[O:16])=[CH:5][C:4]=1[CH2:9][CH2:10][CH3:11]. The catalyst class is: 6. (4) Reactant: [C:1]([O:5][C:6]([N:8]1[CH2:13][CH2:12][C:11](=O)[CH:10]([C:15]([CH:17]2[CH2:21][CH:20]=[CH:19][CH2:18]2)=O)[CH2:9]1)=[O:7])([CH3:4])([CH3:3])[CH3:2].[NH2:22][NH2:23].O. Product: [CH:17]1([C:15]2[C:10]3[CH2:9][N:8]([C:6]([O:5][C:1]([CH3:4])([CH3:3])[CH3:2])=[O:7])[CH2:13][CH2:12][C:11]=3[NH:23][N:22]=2)[CH2:21][CH:20]=[CH:19][CH2:18]1. The catalyst class is: 14. (5) Reactant: [CH2:1]([O:3][C:4](=[O:24])[C:5](=O)[CH2:6][C:7]([C:9]1[CH:14]=[CH:13][CH:12]=[CH:11][C:10]=1[O:15][CH2:16][C:17]1[CH:22]=[CH:21][CH:20]=[CH:19][CH:18]=1)=[O:8])[CH3:2].Cl.[NH2:26]O. Product: [CH2:1]([O:3][C:4]([C:5]1[CH:6]=[C:7]([C:9]2[CH:14]=[CH:13][CH:12]=[CH:11][C:10]=2[O:15][CH2:16][C:17]2[CH:22]=[CH:21][CH:20]=[CH:19][CH:18]=2)[O:8][N:26]=1)=[O:24])[CH3:2]. The catalyst class is: 15.